From a dataset of Catalyst prediction with 721,799 reactions and 888 catalyst types from USPTO. Predict which catalyst facilitates the given reaction. (1) The catalyst class is: 85. Reactant: C(OC([NH:8][C:9]1([C:12]2[NH:13][C:14]([C:22]3[CH:31]=[CH:30][CH:29]=[C:28]4[C:23]=3[N:24]=[C:25]([NH:33][C:34]3([CH3:37])[CH2:36][CH2:35]3)[C:26]([CH3:32])=[N:27]4)=[CH:15][C:16]=2[C:17]([O:19]CC)=O)[CH2:11][CH2:10]1)=O)(C)(C)C.Cl.NC1(C2NC(C3C=CC=C4C=3N=C(NC3(C)CC3)C(C)=N4)=CC=2C(O)=O)CC1.Cl.NC1(C2NC(C3C=CC=C4C=3N=C(NC(C)(C)C)C(C)=N4)=CC=2C(O)=O)CC1.Cl.CN(C)CCCN=C=NCC.ON1C2C=CC=CC=2N=N1.CCN(C(C)C)C(C)C. Product: [CH3:32][C:26]1[C:25]([NH:33][C:34]2([CH3:37])[CH2:35][CH2:36]2)=[N:24][C:23]2[C:28](=[CH:29][CH:30]=[CH:31][C:22]=2[C:14]2[NH:13][C:12]3[C:9]4([CH2:11][CH2:10]4)[NH:8][C:17](=[O:19])[C:16]=3[CH:15]=2)[N:27]=1. (2) Reactant: [Cl:1][C:2]1[C:11]2[C:6](=[C:7]([F:13])[CH:8]=[C:9](I)[CH:10]=2)[N:5]=[N:4][C:3]=1[C:14]([NH2:16])=[O:15].C([Sn](CCCC)(CCCC)[S:22][CH2:23][CH3:24])CCC. Product: [Cl:1][C:2]1[C:11]2[C:6](=[C:7]([F:13])[CH:8]=[C:9]([S:22][CH2:23][CH3:24])[CH:10]=2)[N:5]=[N:4][C:3]=1[C:14]([NH2:16])=[O:15]. The catalyst class is: 3. (3) Reactant: [NH2:1][C:2]1[CH:7]=[C:6]([Cl:8])[CH:5]=[CH:4][C:3]=1[C:9]([C:11]1[CH:16]=[CH:15][N:14]=[CH:13][CH:12]=1)=[O:10].[Cl:17][C:18]1[CH:23]=[CH:22][C:21]([S:24](Cl)(=[O:26])=[O:25])=[CH:20][C:19]=1[C:28]([F:31])([F:30])[F:29]. Product: [Cl:17][C:18]1[CH:23]=[CH:22][C:21]([S:24]([NH:1][C:2]2[CH:7]=[C:6]([Cl:8])[CH:5]=[CH:4][C:3]=2[C:9]([C:11]2[CH:16]=[CH:15][N:14]=[CH:13][CH:12]=2)=[O:10])(=[O:25])=[O:26])=[CH:20][C:19]=1[C:28]([F:31])([F:29])[F:30]. The catalyst class is: 300. (4) Reactant: [C:1]1([CH2:7][C:8]#[N:9])[CH:6]=[CH:5][CH:4]=[CH:3][CH:2]=1.[OH-].[Na+:11].[N:12](OCCC(C)C)=[O:13]. Product: [C:8](/[C:7](=[N:12]\[O-:13])/[C:1]1[CH:6]=[CH:5][CH:4]=[CH:3][CH:2]=1)#[N:9].[Na+:11]. The catalyst class is: 621.